Task: Predict the product of the given reaction.. Dataset: Forward reaction prediction with 1.9M reactions from USPTO patents (1976-2016) (1) Given the reactants CC(CCC[C@H:7]([C@@H:9]1[C@:27]2(C)[C@H:12]([C@H:13]3[C@H:24]([CH2:25][CH2:26]2)[C@:22]2(C)[C:16](C[C@H:18]([CH2:20][CH2:21]2)[OH:19])=[CH:15][CH2:14]3)[CH2:11][CH2:10]1)[CH3:8])C.C1C(NCCN)=C2C(C3C=CN=CC=3C(=O)C2=C(NCCN)C=1)=[O:40], predict the reaction product. The product is: [CH3:8][CH2:7][CH2:9][CH2:10][CH2:11]/[CH:12]=[CH:27]\[CH2:26]/[CH:25]=[CH:24]\[CH2:13][CH2:14][CH2:15][CH2:16][CH2:22][CH2:21][CH2:20][C:18]([OH:19])=[O:40]. (2) Given the reactants FC(F)(F)S(O[C:7]1[C:12]([Cl:13])=[C:11]([CH:14]2[CH2:16][CH2:15]2)[N:10]=[C:9]([C:17]2[S:18][C:19]([S:22](=[O:29])(=[O:28])[NH:23][C:24]([CH3:27])([CH3:26])[CH3:25])=[CH:20][CH:21]=2)[N:8]=1)(=O)=O.[NH2:32][C:33]1[N:37](C(OC(C)(C)C)=O)[N:36]=[C:35]([CH:45]2[CH2:47][CH2:46]2)[CH:34]=1.C1C=CC(P(C2C=CC=CC=2)C2C=CC=CC=2)=CC=1.C([O-])([O-])=O.[K+].[K+], predict the reaction product. The product is: [C:24]([NH:23][S:22]([C:19]1[S:18][C:17]([C:9]2[N:10]=[C:11]([CH:14]3[CH2:16][CH2:15]3)[C:12]([Cl:13])=[C:7]([NH:32][C:33]3[NH:37][N:36]=[C:35]([CH:45]4[CH2:47][CH2:46]4)[CH:34]=3)[N:8]=2)=[CH:21][CH:20]=1)(=[O:28])=[O:29])([CH3:26])([CH3:25])[CH3:27]. (3) Given the reactants [F:1][C:2]([F:7])([F:6])[CH2:3][CH2:4]I.CN1C(=O)CCC1.[NH2:15][C:16]1[N:17]=[C:18]([C:42]2[CH:47]=[CH:46][C:45]([F:48])=[CH:44][CH:43]=2)[C:19]2[C:28](=[O:29])[C:27]3[C:22](=[C:23]([C:30]4[CH:35]=[CH:34][C:33]([N:36]5[CH2:41][CH2:40][NH:39][CH2:38][CH2:37]5)=[CH:32][CH:31]=4)[CH:24]=[CH:25][CH:26]=3)[C:20]=2[N:21]=1.CCN(C(C)C)C(C)C, predict the reaction product. The product is: [NH2:15][C:16]1[N:17]=[C:18]([C:42]2[CH:47]=[CH:46][C:45]([F:48])=[CH:44][CH:43]=2)[C:19]2[C:28](=[O:29])[C:27]3[C:22](=[C:23]([C:30]4[CH:35]=[CH:34][C:33]([N:36]5[CH2:37][CH2:38][N:39]([CH2:4][CH2:3][C:2]([F:7])([F:6])[F:1])[CH2:40][CH2:41]5)=[CH:32][CH:31]=4)[CH:24]=[CH:25][CH:26]=3)[C:20]=2[N:21]=1.